From a dataset of Peptide-MHC class II binding affinity with 134,281 pairs from IEDB. Regression. Given a peptide amino acid sequence and an MHC pseudo amino acid sequence, predict their binding affinity value. This is MHC class II binding data. (1) The peptide sequence is QGEPGRVIRGKKGAG. The MHC is DRB1_0401 with pseudo-sequence DRB1_0401. The binding affinity (normalized) is 0.136. (2) The peptide sequence is MALVAFLRFLTIPPT. The MHC is DRB1_0401 with pseudo-sequence DRB1_0401. The binding affinity (normalized) is 0.330.